This data is from Catalyst prediction with 721,799 reactions and 888 catalyst types from USPTO. The task is: Predict which catalyst facilitates the given reaction. (1) Reactant: [CH3:1][O:2][C:3](=[O:47])[C:4]1[CH:13]=[CH:12][C:7]([C:8]([O:10][CH3:11])=[O:9])=[CH:6][C:5]=1[NH:14][C:15](=[O:46])[CH:16]([NH:28]C(OCC1C2C=CC=CC=2C2C1=CC=CC=2)=O)[CH2:17][CH2:18][CH2:19][NH:20][C:21]([O:23][C:24]([CH3:27])([CH3:26])[CH3:25])=[O:22].C(NCC)C. Product: [CH3:1][O:2][C:3](=[O:47])[C:4]1[CH:13]=[CH:12][C:7]([C:8]([O:10][CH3:11])=[O:9])=[CH:6][C:5]=1[NH:14][C:15](=[O:46])[CH:16]([NH2:28])[CH2:17][CH2:18][CH2:19][NH:20][C:21]([O:23][C:24]([CH3:27])([CH3:25])[CH3:26])=[O:22]. The catalyst class is: 3. (2) Reactant: [N:1]1([C:7]2[C:8]3[NH:23][CH:22]=[CH:21][C:9]=3[N:10]=[C:11]([C:13]3[CH:14]=[C:15]([CH2:19][OH:20])[CH:16]=[CH:17][CH:18]=3)[N:12]=2)[CH2:6][CH2:5][O:4][CH2:3][CH2:2]1.N1C=CN=C1.[Si:29](Cl)([C:32]([CH3:35])([CH3:34])[CH3:33])([CH3:31])[CH3:30].O. Product: [Si:29]([O:20][CH2:19][C:15]1[CH:14]=[C:13]([C:11]2[N:12]=[C:7]([N:1]3[CH2:6][CH2:5][O:4][CH2:3][CH2:2]3)[C:8]3[NH:23][CH:22]=[CH:21][C:9]=3[N:10]=2)[CH:18]=[CH:17][CH:16]=1)([C:32]([CH3:35])([CH3:34])[CH3:33])([CH3:31])[CH3:30]. The catalyst class is: 3. (3) Reactant: [CH2:1]([O:8][C:9]1[CH:18]=[C:17]2[C:12]([C:13](=[O:19])[CH:14]=[CH:15][NH:16]2)=[CH:11][C:10]=1[O:20][CH3:21])[C:2]1[CH:7]=[CH:6][CH:5]=[CH:4][CH:3]=1.C(=O)([O-])[O-].[Cs+].[Cs+].F[C:29]1[CH:34]=[CH:33][C:32]([N+:35]([O-:37])=[O:36])=[CH:31][C:30]=1[F:38]. Product: [CH2:1]([O:8][C:9]1[CH:18]=[C:17]2[C:12]([C:13]([O:19][C:29]3[CH:34]=[CH:33][C:32]([N+:35]([O-:37])=[O:36])=[CH:31][C:30]=3[F:38])=[CH:14][CH:15]=[N:16]2)=[CH:11][C:10]=1[O:20][CH3:21])[C:2]1[CH:7]=[CH:6][CH:5]=[CH:4][CH:3]=1. The catalyst class is: 726.